This data is from Forward reaction prediction with 1.9M reactions from USPTO patents (1976-2016). The task is: Predict the product of the given reaction. (1) Given the reactants [C:1]([OH:15])(=[O:14])[CH2:2][CH2:3][NH:4][C:5](=[O:13])[C@@H:6]([C:8]([CH2:11][OH:12])([CH3:10])[CH3:9])[OH:7].CC1(C)C(O)C(=O)OC1.C=O.[C-]#N.CC1(C)[C@@H](O)C(=O)OC1.NCCC(O)=O, predict the reaction product. The product is: [C:1]([OH:15])(=[O:14])[CH2:2][CH2:3][NH:4][C:5](=[O:13])[C@H:6]([C:8]([CH2:11][OH:12])([CH3:10])[CH3:9])[OH:7]. (2) Given the reactants Cl[C:2]1[C:11]([CH3:12])=[C:10]([Cl:13])[C:9]2[C:4](=[CH:5][C:6]([F:14])=[CH:7][CH:8]=2)[N:3]=1.[CH3:15][C:16]1([CH3:22])[CH2:20][NH:19][C:18](=[O:21])[CH2:17]1.C(=O)([O-])[O-].[Cs+].[Cs+].CC1(C)C2C(=C(P(C3C=CC=CC=3)C3C=CC=CC=3)C=CC=2)OC2C(P(C3C=CC=CC=3)C3C=CC=CC=3)=CC=CC1=2, predict the reaction product. The product is: [Cl:13][C:10]1[C:9]2[C:4](=[CH:5][C:6]([F:14])=[CH:7][CH:8]=2)[N:3]=[C:2]([N:19]2[CH2:20][C:16]([CH3:22])([CH3:15])[CH2:17][C:18]2=[O:21])[C:11]=1[CH3:12]. (3) The product is: [CH3:1][O:2][C:3](=[O:11])[C:4]1[CH:9]=[CH:8][C:7](/[N:10]=[CH:15]/[C:14]2[CH:17]=[CH:18][CH:19]=[CH:20][C:13]=2[Br:12])=[CH:6][CH:5]=1. Given the reactants [CH3:1][O:2][C:3](=[O:11])[C:4]1[CH:9]=[CH:8][C:7]([NH2:10])=[CH:6][CH:5]=1.[Br:12][C:13]1[CH:20]=[CH:19][CH:18]=[CH:17][C:14]=1[CH:15]=O, predict the reaction product. (4) Given the reactants [N+:1]([C:4]1[CH:5]=[C:6]([C:10](=NN)[CH2:11][CH3:12])[CH:7]=[CH:8][CH:9]=1)([O-:3])=[O:2].[CH2:15]([N:22]1[C:26](=[O:27])[CH:25]=[CH:24][C:23]1=[O:28])[C:16]1[CH:21]=[CH:20][CH:19]=[CH:18][CH:17]=1, predict the reaction product. The product is: [CH2:15]([N:22]1[C:26](=[O:27])[CH:25]2[CH:24]([C:10]2([CH2:11][CH3:12])[C:6]2[CH:7]=[CH:8][CH:9]=[C:4]([N+:1]([O-:3])=[O:2])[CH:5]=2)[C:23]1=[O:28])[C:16]1[CH:17]=[CH:18][CH:19]=[CH:20][CH:21]=1. (5) Given the reactants [Br:1][C:2]1[C:3]([F:15])=[C:4]2[N:13]=[CH:12][N:11]([CH3:14])[C:5]2=[N:6][C:7]=1[C:8]([OH:10])=[O:9].[Si](C=[N+]=[N-])(C)(C)[CH3:17], predict the reaction product. The product is: [CH3:17][O:9][C:8]([C:7]1[N:6]=[C:5]2[N:11]([CH3:14])[CH:12]=[N:13][C:4]2=[C:3]([F:15])[C:2]=1[Br:1])=[O:10].